Dataset: Reaction yield outcomes from USPTO patents with 853,638 reactions. Task: Predict the reaction yield, written as a fraction of the theoretical maximum amount of product (1.0 means a 100% yield; for example, 0.34 means a 34% yield). (1) The reactants are [NH2:1][C:2]1[CH:7]=[C:6]([S:8]([NH:11][C:12]2[CH:17]=[CH:16][CH:15]=[CH:14][CH:13]=2)(=[O:10])=[O:9])[CH:5]=[CH:4][C:3]=1[N:18]1[CH2:24][CH2:23][CH2:22][N:21]([C:25]([O:27][C:28]([CH3:31])([CH3:30])[CH3:29])=[O:26])[CH2:20][CH2:19]1.[CH3:32][S:33](Cl)(=[O:35])=[O:34].N1C=CC=CC=1. No catalyst specified. The product is [NH:11]([S:8]([C:6]1[CH:5]=[CH:4][C:3]([N:18]2[CH2:24][CH2:23][CH2:22][N:21]([C:25]([O:27][C:28]([CH3:31])([CH3:30])[CH3:29])=[O:26])[CH2:20][CH2:19]2)=[C:2]([NH:1][S:33]([CH3:32])(=[O:35])=[O:34])[CH:7]=1)(=[O:9])=[O:10])[C:12]1[CH:13]=[CH:14][CH:15]=[CH:16][CH:17]=1. The yield is 0.580. (2) The reactants are [C:1]([C:3]1[CH:8]=[CH:7][CH:6]=[CH:5][C:4]=1[S:9][C:10]1[CH:39]=[CH:38][CH:37]=[CH:36][C:11]=1[C:12]([NH:14][CH:15]([C:17]1[N:22]=[N:21][C:20]([NH:23][C:24]2[CH:29]=[C:28]([O:30][CH3:31])[C:27]([O:32][CH3:33])=[C:26]([O:34][CH3:35])[CH:25]=2)=[N:19][CH:18]=1)[CH3:16])=O)#[N:2].N1C=NC=N1.P(Cl)(Cl)(Cl)=O. The catalyst is N1C=CC=CC=1. The product is [CH3:16][C:15]1[N:14]=[C:12]([C:11]2[CH:36]=[CH:37][CH:38]=[CH:39][C:10]=2[S:9][C:4]2[CH:5]=[CH:6][CH:7]=[CH:8][C:3]=2[C:1]#[N:2])[N:22]2[C:17]=1[CH:18]=[N:19][C:20]([NH:23][C:24]1[CH:29]=[C:28]([O:30][CH3:31])[C:27]([O:32][CH3:33])=[C:26]([O:34][CH3:35])[CH:25]=1)=[N:21]2. The yield is 0.370. (3) The reactants are [Br:1][C:2]1[C:10]2[C:5](=[CH:6][CH:7]=[C:8]([C:11]#[N:12])[CH:9]=2)[NH:4][N:3]=1.O.C1(C)C=CC(S(O)(=O)=O)=CC=1.[O:25]1[CH:30]=[CH:29][CH2:28][CH2:27][CH2:26]1. The catalyst is O1CCCC1. The product is [Br:1][C:2]1[C:10]2[C:5](=[CH:6][CH:7]=[C:8]([C:11]#[N:12])[CH:9]=2)[N:4]([CH:26]2[CH2:27][CH2:28][CH2:29][CH2:30][O:25]2)[N:3]=1. The yield is 0.760. (4) The product is [C:11]1([C:17]2[N:22]=[C:21]([NH2:27])[C:20]([NH2:23])=[CH:19][N:18]=2)[CH:16]=[CH:15][CH:14]=[CH:13][CH:12]=1. The reactants are CC(C)([O-])C.[K+].Cl.CON.[C:11]1([C:17]2[N:22]=[CH:21][C:20]([N+:23]([O-])=O)=[CH:19][N:18]=2)[CH:16]=[CH:15][CH:14]=[CH:13][CH:12]=1.[Cl-].[NH4+:27]. The catalyst is CS(C)=O.[Cl-].[Zn+2].[Cl-]. The yield is 0.800. (5) The product is [Br:17][CH2:18][CH2:19][CH2:20][CH2:21][CH2:22][O:8][C:5]1[C:6](=[O:7])[CH:1]=[C:2]([CH2:9][OH:10])[O:3][CH:4]=1. The yield is 0.460. The catalyst is CN(C=O)C. The reactants are [CH:1]1[C:6](=[O:7])[C:5]([OH:8])=[CH:4][O:3][C:2]=1[CH2:9][OH:10].C([O-])([O-])=O.[Cs+].[Cs+].[Br:17][CH2:18][CH2:19][CH2:20][CH2:21][CH2:22]Br. (6) The reactants are [Br:1][C:2]1[CH:7]=[CH:6][C:5](/[CH:8]=[CH:9]/[C:10]([C:12]2[CH:17]=[CH:16][CH:15]=[CH:14][CH:13]=2)=O)=[CH:4][CH:3]=1.C([SiH](CC)CC)C. The catalyst is FC(F)(F)C(O)=O. The product is [Br:1][C:2]1[CH:3]=[CH:4][C:5]([CH2:8][CH2:9][CH2:10][C:12]2[CH:13]=[CH:14][CH:15]=[CH:16][CH:17]=2)=[CH:6][CH:7]=1. The yield is 0.960. (7) The reactants are [CH3:1][N:2]1[C@@H:18]2[CH2:19][C:7]3[CH:8]=[CH:9][C:10]([O:22][CH3:23])=[C:11]4[O:12][C@H:13]5[C:14]([O:20][CH3:21])=[CH:15][CH:16]=[C:17]2[C@:5]5([C:6]=34)[CH2:4][CH2:3]1.C(CN)O.O. The catalyst is COCC(O)CO. The product is [CH3:1][N:2]1[C@@H:18]2[CH2:19][C:7]3[CH:8]=[CH:9][C:10]([O:22][CH3:23])=[C:11]4[O:12][C@H:13]5[C:14]([O:20][CH3:21])=[CH:15][CH2:16][C@@H:17]2[C@:5]5([C:6]=34)[CH2:4][CH2:3]1. The yield is 0.810. (8) The reactants are [O:1]1[CH2:5][CH2:4][NH:3][C:2]1=[O:6].ClC(Cl)(O[C:11](=[O:17])[O:12][C:13](Cl)(Cl)Cl)Cl.C(N(CC)CC)C.[F:26][C:27]1[CH:34]=C(O)[CH:32]=[CH:31][C:28]=1[CH:29]=[O:30]. The catalyst is C(Cl)Cl.CC(OC)(C)C.O.C1COCC1. The product is [O:6]=[C:2]1[N:3]([C:11]([O:12][C:13]2[CH:32]=[CH:31][C:28]([CH:29]=[O:30])=[C:27]([F:26])[CH:34]=2)=[O:17])[CH2:4][CH2:5][O:1]1. The yield is 0.860. (9) The reactants are [CH2:1]([O:3][C:4]1[C:5]([NH2:10])=[N:6][CH:7]=[CH:8][CH:9]=1)[CH3:2].C(OC(=O)[NH:17][C:18]1[S:19][CH2:20][CH2:21][C@@:22]2([N:40]=1)[C:35]1[CH:34]=[C:33]([O:36][CH3:37])[CH:32]=[C:31]([F:38])[C:30]=1[O:29][C:28]1[C:23]2=[CH:24][C:25](Br)=[CH:26][CH:27]=1)(C)(C)C.CC(C)([O-])C.[Na+].C(O)(C(F)(F)F)=O. The catalyst is O.C(Cl)Cl.C1C=CC(/C=C/C(/C=C/C2C=CC=CC=2)=O)=CC=1.C1C=CC(/C=C/C(/C=C/C2C=CC=CC=2)=O)=CC=1.C1C=CC(/C=C/C(/C=C/C2C=CC=CC=2)=O)=CC=1.[Pd].[Pd].C1(C)C=CC=CC=1. The product is [CH2:1]([O:3][C:4]1[C:5]([NH:10][C:25]2[CH:24]=[C:23]3[C:28]([O:29][C:30]4[C:31]([F:38])=[CH:32][C:33]([O:36][CH3:37])=[CH:34][C:35]=4[C@@:22]43[CH2:21][CH2:20][S:19][C:18]([NH2:17])=[N:40]4)=[CH:27][CH:26]=2)=[N:6][CH:7]=[CH:8][CH:9]=1)[CH3:2]. The yield is 0.218.